This data is from Reaction yield outcomes from USPTO patents with 853,638 reactions. The task is: Predict the reaction yield, written as a fraction of the theoretical maximum amount of product (1.0 means a 100% yield; for example, 0.34 means a 34% yield). (1) The reactants are [C:1]([NH:5][C:6]([NH:8][CH2:9][CH2:10]Cl)=[O:7])([CH3:4])([CH3:3])[CH3:2].[H-].[Na+]. The product is [C:1]([N:5]1[CH2:10][CH2:9][NH:8][C:6]1=[O:7])([CH3:4])([CH3:3])[CH3:2]. The yield is 0.750. The catalyst is C1COCC1. (2) The product is [Cl:9][C:4]1[CH:3]=[C:2]([C:22]2([OH:25])[CH2:23][CH2:24][N:20]([C:13]([O:15][C:16]([CH3:18])([CH3:17])[CH3:19])=[O:14])[CH2:21]2)[CH:7]=[C:6]([F:8])[CH:5]=1. The catalyst is O1CCCC1. The yield is 0.280. The reactants are Br[C:2]1[CH:7]=[C:6]([F:8])[CH:5]=[C:4]([Cl:9])[CH:3]=1.[Mg].II.[C:13]([N:20]1[CH2:24][CH2:23][C:22](=[O:25])[CH2:21]1)([O:15][C:16]([CH3:19])([CH3:18])[CH3:17])=[O:14]. (3) The reactants are Cl[C:2]1[N:10]=[CH:9][N:8]=[C:7]2[C:3]=1[N:4]=[CH:5][N:6]2[C@@H:11]1[O:21][C@H:20]2[C@@H:13]([O:14][Si:15]([CH:31]([CH3:33])[CH3:32])([CH:28]([CH3:30])[CH3:29])[O:16][Si:17]([CH:25]([CH3:27])[CH3:26])([CH:22]([CH3:24])[CH3:23])[O:18][CH2:19]2)[C@@H:12]1[O:34][CH3:35].C(N(C(C)C)CC)(C)C.[NH2:45][C@@H:46]1[C:54]2[C:49](=[CH:50][CH:51]=[CH:52][CH:53]=2)[CH2:48][CH2:47]1. The catalyst is C(O)C. The product is [C@@H:46]1([NH:45][C:2]2[N:10]=[CH:9][N:8]=[C:7]3[C:3]=2[N:4]=[CH:5][N:6]3[C@@H:11]2[O:21][C@H:20]3[C@@H:13]([O:14][Si:15]([CH:31]([CH3:33])[CH3:32])([CH:28]([CH3:30])[CH3:29])[O:16][Si:17]([CH:25]([CH3:27])[CH3:26])([CH:22]([CH3:24])[CH3:23])[O:18][CH2:19]3)[C@@H:12]2[O:34][CH3:35])[C:54]2[C:49](=[CH:50][CH:51]=[CH:52][CH:53]=2)[CH2:48][CH2:47]1. The yield is 0.910. (4) The reactants are [CH3:1][O:2][C:3]1[CH:4]=[C:5]([CH:14]=[CH2:15])[CH:6]=[C:7]([O:12][CH3:13])[C:8]=1[CH2:9][CH2:10][CH3:11].Br[C:17]1[C:22]([F:23])=[CH:21][C:20]([F:24])=[CH:19][C:18]=1[F:25]. No catalyst specified. The product is [CH3:13][O:12][C:7]1[CH:6]=[C:5]([CH:14]=[CH:15][C:21]2[C:22]([F:23])=[CH:17][C:18]([F:25])=[CH:19][C:20]=2[F:24])[CH:4]=[C:3]([O:2][CH3:1])[C:8]=1[CH2:9][CH2:10][CH3:11]. The yield is 0.580. (5) The reactants are [C:1]([N:8]1[CH2:12][CH2:11][CH2:10][CH:9]1[CH2:13]O)([O:3][C:4]([CH3:7])([CH3:6])[CH3:5])=[O:2].[C-:15]#[N:16].[Na+].CCOC(C)=O. The catalyst is CS(C)=O. The product is [C:1]([N:8]1[CH2:12][CH2:11][CH2:10][C@H:9]1[CH2:13][C:15]#[N:16])([O:3][C:4]([CH3:7])([CH3:6])[CH3:5])=[O:2]. The yield is 0.911. (6) The reactants are C(N(CC)CC)C.[N:8]1([C:14]([O:16][C:17]([CH3:20])([CH3:19])[CH3:18])=[O:15])[CH2:13][CH2:12][NH:11][CH2:10][CH2:9]1.Cl[C:22]1[C:23]2[C@H:30]([CH3:31])[CH2:29][CH2:28][C:24]=2[N:25]=[CH:26][N:27]=1.C(OCC)(=O)C. The catalyst is CCCCO. The product is [CH3:31][C@H:30]1[C:23]2[C:22]([N:11]3[CH2:12][CH2:13][N:8]([C:14]([O:16][C:17]([CH3:20])([CH3:19])[CH3:18])=[O:15])[CH2:9][CH2:10]3)=[N:27][CH:26]=[N:25][C:24]=2[CH2:28][CH2:29]1. The yield is 0.741. (7) The reactants are [CH2:1]([O:3][C:4](=[O:28])[CH2:5][C:6]1[CH:11]=[C:10](OS(C(F)(F)F)(=O)=O)[CH:9]=[C:8]([O:20][CH2:21][C:22]2[CH:27]=[CH:26][CH:25]=[CH:24][CH:23]=2)[CH:7]=1)[CH3:2].[F:29][C:30]([F:41])([F:40])[C:31]1[CH:36]=[CH:35][C:34](B(O)O)=[CH:33][CH:32]=1.COCCOC.C([O-])([O-])=O.[Na+].[Na+]. The catalyst is CCOC(C)=O. The product is [CH2:1]([O:3][C:4](=[O:28])[CH2:5][C:6]1[CH:11]=[C:10]([C:34]2[CH:35]=[CH:36][C:31]([C:30]([F:41])([F:40])[F:29])=[CH:32][CH:33]=2)[CH:9]=[C:8]([O:20][CH2:21][C:22]2[CH:23]=[CH:24][CH:25]=[CH:26][CH:27]=2)[CH:7]=1)[CH3:2]. The yield is 1.00.